Dataset: Forward reaction prediction with 1.9M reactions from USPTO patents (1976-2016). Task: Predict the product of the given reaction. (1) Given the reactants [H-].[Na+].[F:3][C:4]1[CH:5]=[C:6]([CH:9]=[C:10]([C:12]([C:14]2[CH:23]=[C:22]([CH3:24])[C:17]3[NH:18][C:19](=[O:21])[O:20][C:16]=3[CH:15]=2)=[O:13])[CH:11]=1)[C:7]#[N:8].I[CH3:26], predict the reaction product. The product is: [CH3:26][N:18]1[C:17]2[C:22]([CH3:24])=[CH:23][C:14]([C:12]([C:10]3[CH:9]=[C:6]([CH:5]=[C:4]([F:3])[CH:11]=3)[C:7]#[N:8])=[O:13])=[CH:15][C:16]=2[O:20][C:19]1=[O:21]. (2) Given the reactants [C:1]([C:3]1[C:4]([CH3:19])=[CH:5][C:6]([O:16][CH2:17][CH3:18])=[C:7]([CH:15]=1)[C:8]([O:10][C:11]([CH3:14])([CH3:13])[CH3:12])=[O:9])#[N:2].[Br:20]N1C(=O)CCC1=O.C(OOC(=O)C1C=CC=CC=1)(=O)C1C=CC=CC=1, predict the reaction product. The product is: [Br:20][CH2:19][C:4]1[C:3]([C:1]#[N:2])=[CH:15][C:7]([C:8]([O:10][C:11]([CH3:12])([CH3:13])[CH3:14])=[O:9])=[C:6]([O:16][CH2:17][CH3:18])[CH:5]=1.